This data is from NCI-60 drug combinations with 297,098 pairs across 59 cell lines. The task is: Regression. Given two drug SMILES strings and cell line genomic features, predict the synergy score measuring deviation from expected non-interaction effect. (1) Drug 1: C1CN(CCN1C(=O)CCBr)C(=O)CCBr. Drug 2: N.N.Cl[Pt+2]Cl. Cell line: SK-MEL-5. Synergy scores: CSS=68.2, Synergy_ZIP=-0.517, Synergy_Bliss=3.07, Synergy_Loewe=-8.02, Synergy_HSA=7.52. (2) Drug 1: CC12CCC(CC1=CCC3C2CCC4(C3CC=C4C5=CN=CC=C5)C)O. Drug 2: CCN(CC)CCNC(=O)C1=C(NC(=C1C)C=C2C3=C(C=CC(=C3)F)NC2=O)C. Cell line: U251. Synergy scores: CSS=8.43, Synergy_ZIP=-1.98, Synergy_Bliss=-0.711, Synergy_Loewe=-0.786, Synergy_HSA=-0.0798. (3) Drug 1: C1=CC(=CC=C1CC(C(=O)O)N)N(CCCl)CCCl.Cl. Drug 2: C1=CN(C=N1)CC(O)(P(=O)(O)O)P(=O)(O)O. Cell line: MOLT-4. Synergy scores: CSS=31.5, Synergy_ZIP=-2.85, Synergy_Bliss=-6.73, Synergy_Loewe=-21.6, Synergy_HSA=-8.06. (4) Drug 2: CN(CC1=CN=C2C(=N1)C(=NC(=N2)N)N)C3=CC=C(C=C3)C(=O)NC(CCC(=O)O)C(=O)O. Synergy scores: CSS=47.6, Synergy_ZIP=-5.00, Synergy_Bliss=-3.68, Synergy_Loewe=-1.70, Synergy_HSA=0.167. Drug 1: C1=CC(=CC=C1CCC2=CNC3=C2C(=O)NC(=N3)N)C(=O)NC(CCC(=O)O)C(=O)O. Cell line: ACHN. (5) Drug 1: CC1=CC2C(CCC3(C2CCC3(C(=O)C)OC(=O)C)C)C4(C1=CC(=O)CC4)C. Drug 2: CCCCCOC(=O)NC1=NC(=O)N(C=C1F)C2C(C(C(O2)C)O)O. Cell line: KM12. Synergy scores: CSS=-3.00, Synergy_ZIP=1.43, Synergy_Bliss=-0.520, Synergy_Loewe=0.861, Synergy_HSA=-0.533. (6) Drug 1: CS(=O)(=O)C1=CC(=C(C=C1)C(=O)NC2=CC(=C(C=C2)Cl)C3=CC=CC=N3)Cl. Drug 2: C1=CC(=CC=C1CCC2=CNC3=C2C(=O)NC(=N3)N)C(=O)NC(CCC(=O)O)C(=O)O. Cell line: BT-549. Synergy scores: CSS=24.6, Synergy_ZIP=12.2, Synergy_Bliss=13.6, Synergy_Loewe=8.29, Synergy_HSA=13.8. (7) Cell line: MALME-3M. Drug 2: CC1C(C(CC(O1)OC2CC(OC(C2O)C)OC3=CC4=CC5=C(C(=O)C(C(C5)C(C(=O)C(C(C)O)O)OC)OC6CC(C(C(O6)C)O)OC7CC(C(C(O7)C)O)OC8CC(C(C(O8)C)O)(C)O)C(=C4C(=C3C)O)O)O)O. Drug 1: CC1=C2C(C(=O)C3(C(CC4C(C3C(C(C2(C)C)(CC1OC(=O)C(C(C5=CC=CC=C5)NC(=O)OC(C)(C)C)O)O)OC(=O)C6=CC=CC=C6)(CO4)OC(=O)C)OC)C)OC. Synergy scores: CSS=22.6, Synergy_ZIP=-1.29, Synergy_Bliss=2.36, Synergy_Loewe=-9.02, Synergy_HSA=3.22.